This data is from Full USPTO retrosynthesis dataset with 1.9M reactions from patents (1976-2016). The task is: Predict the reactants needed to synthesize the given product. (1) Given the product [F:1][C:2]1[CH:3]=[CH:4][C:5]([S:8][CH2:9][CH2:10][CH2:11][C:12]([N:14]([C:15]2[CH:24]=[CH:23][CH:22]=[C:21]3[C:16]=2[CH:17]=[CH:18][N:19]=[CH:20]3)[CH3:28])=[O:13])=[CH:6][CH:7]=1, predict the reactants needed to synthesize it. The reactants are: [F:1][C:2]1[CH:7]=[CH:6][C:5]([S:8][CH2:9][CH2:10][CH2:11][C:12]([NH:14][C:15]2[CH:24]=[CH:23][CH:22]=[C:21]3[C:16]=2[CH:17]=[CH:18][N:19]=[CH:20]3)=[O:13])=[CH:4][CH:3]=1.[H-].[Na+].I[CH3:28].O. (2) The reactants are: C1COCC1.[Br:6][C:7]1[CH:19]=[C:18]2[C:10]([C:11]3[C:12](=[O:36])[C:13]4[CH:26]=[CH:25][C:24]([O:27][CH2:28][C@H:29]5[CH2:33][O:32]C(C)(C)[O:30]5)=[CH:23][C:14]=4[C:15]([CH3:22])([CH3:21])[C:16]=3[N:17]2[CH3:20])=[CH:9][CH:8]=1.S(=O)(=O)(O)O.C(=O)([O-])O.[Na+]. Given the product [Br:6][C:7]1[CH:19]=[C:18]2[C:10]([C:11]3[C:12](=[O:36])[C:13]4[CH:26]=[CH:25][C:24]([O:27][CH2:28][C@H:29]([OH:30])[CH2:33][OH:32])=[CH:23][C:14]=4[C:15]([CH3:21])([CH3:22])[C:16]=3[N:17]2[CH3:20])=[CH:9][CH:8]=1, predict the reactants needed to synthesize it. (3) Given the product [F:1][C:2]1[CH:3]=[CH:4][C:5]([C:8]([CH:14]2[CH2:15][CH2:16][CH2:17][CH2:18]2)([CH3:13])[C:9]([O:11][CH:12]2[CH2:25][CH2:24][N:23]([CH3:26])[CH2:22][CH2:21]2)=[O:10])=[CH:6][CH:7]=1, predict the reactants needed to synthesize it. The reactants are: [F:1][C:2]1[CH:7]=[CH:6][C:5]([C:8]([CH:14]2[CH2:18][CH2:17][CH2:16][CH2:15]2)([CH3:13])[C:9]([O:11][CH3:12])=[O:10])=[CH:4][CH:3]=1.OC1[CH2:25][CH2:24][N:23]([CH3:26])[CH2:22][CH2:21]1. (4) Given the product [Cl:15][C:16]1[C:21]([I:22])=[CH:20][C:19]([NH:23][CH2:24][C:25]([N:4]2[CH2:3][CH2:2][N:1]([CH2:7]/[CH:8]=[CH:9]/[C:10]([OH:12])=[O:11])[CH2:6][CH2:5]2)=[O:26])=[C:18]([O:28][CH3:29])[CH:17]=1, predict the reactants needed to synthesize it. The reactants are: [N:1]1([CH2:7]/[CH:8]=[CH:9]/[C:10]([O:12]CC)=[O:11])[CH2:6][CH2:5][NH:4][CH2:3][CH2:2]1.[Cl:15][C:16]1[C:21]([I:22])=[CH:20][C:19]([NH:23][CH2:24][C:25](O)=[O:26])=[C:18]([O:28][CH3:29])[CH:17]=1.CN(C(ON1N=NC2C=CC=NC1=2)=[N+](C)C)C.F[P-](F)(F)(F)(F)F.CCN(C(C)C)C(C)C.[OH-].[Li+]. (5) Given the product [S:16]1[C:12]([NH:11][S:8]([C:5]2[CH:6]=[CH:7][C:2]([N:27]3[CH2:26][CH2:25][CH:24]([NH:23][C:22](=[O:30])[O:21][C:17]([CH3:19])([CH3:18])[CH3:20])[CH2:29][CH2:28]3)=[CH:3][CH:4]=2)(=[O:10])=[O:9])=[N:13][CH:14]=[N:15]1, predict the reactants needed to synthesize it. The reactants are: Br[C:2]1[CH:7]=[CH:6][C:5]([S:8]([NH:11][C:12]2[S:16][N:15]=[CH:14][N:13]=2)(=[O:10])=[O:9])=[CH:4][CH:3]=1.[C:17]([O:21][C:22](=[O:30])[NH:23][CH:24]1[CH2:29][CH2:28][NH:27][CH2:26][CH2:25]1)([CH3:20])([CH3:19])[CH3:18].P.CC([O-])(C)C.[Na+].Cl.